This data is from Reaction yield outcomes from USPTO patents with 853,638 reactions. The task is: Predict the reaction yield, written as a fraction of the theoretical maximum amount of product (1.0 means a 100% yield; for example, 0.34 means a 34% yield). (1) The reactants are Br[C:2]1[CH:3]=[C:4]([C:9]2[CH:14]=[C:13]([Cl:15])[N:12]=[CH:11][C:10]=2[NH2:16])[C:5]([F:8])=[N:6][CH:7]=1.[B:17]1([B:17]2[O:21][C:20]([CH3:23])([CH3:22])[C:19]([CH3:25])([CH3:24])[O:18]2)[O:21][C:20]([CH3:23])([CH3:22])[C:19]([CH3:25])([CH3:24])[O:18]1.C([O-])(=O)C.[K+]. The catalyst is O1CCOCC1.CS(C)=O.C(OCC)(=O)C. The product is [Cl:15][C:13]1[N:12]=[CH:11][C:10]([NH2:16])=[C:9]([C:4]2[C:5]([F:8])=[N:6][CH:7]=[C:2]([B:17]3[O:21][C:20]([CH3:23])([CH3:22])[C:19]([CH3:25])([CH3:24])[O:18]3)[CH:3]=2)[CH:14]=1. The yield is 0.320. (2) The reactants are [CH2:1]([O:8][C:9]([NH:11][CH:12]([CH2:17][C:18]1[CH:23]=[CH:22][C:21]([N+:24]([O-:26])=[O:25])=[CH:20][C:19]=1[CH3:27])[C:13]([O:15]C)=[O:14])=[O:10])[C:2]1[CH:7]=[CH:6][CH:5]=[CH:4][CH:3]=1.O.[OH-].[Li+]. The catalyst is O1CCCC1. The yield is 0.480. The product is [CH2:1]([O:8][C:9]([NH:11][CH:12]([CH2:17][C:18]1[CH:23]=[CH:22][C:21]([N+:24]([O-:26])=[O:25])=[CH:20][C:19]=1[CH3:27])[C:13]([OH:15])=[O:14])=[O:10])[C:2]1[CH:3]=[CH:4][CH:5]=[CH:6][CH:7]=1.